This data is from NCI-60 drug combinations with 297,098 pairs across 59 cell lines. The task is: Regression. Given two drug SMILES strings and cell line genomic features, predict the synergy score measuring deviation from expected non-interaction effect. (1) Drug 1: C1CCN(CC1)CCOC2=CC=C(C=C2)C(=O)C3=C(SC4=C3C=CC(=C4)O)C5=CC=C(C=C5)O. Drug 2: CC1=C(C(CCC1)(C)C)C=CC(=CC=CC(=CC(=O)O)C)C. Cell line: HCT-15. Synergy scores: CSS=-5.05, Synergy_ZIP=1.71, Synergy_Bliss=-0.236, Synergy_Loewe=-4.23, Synergy_HSA=-4.21. (2) Drug 1: CC1OCC2C(O1)C(C(C(O2)OC3C4COC(=O)C4C(C5=CC6=C(C=C35)OCO6)C7=CC(=C(C(=C7)OC)O)OC)O)O. Drug 2: CC1(CCCN1)C2=NC3=C(C=CC=C3N2)C(=O)N. Cell line: NCIH23. Synergy scores: CSS=52.5, Synergy_ZIP=1.58, Synergy_Bliss=-0.796, Synergy_Loewe=-31.5, Synergy_HSA=-0.267.